Dataset: Forward reaction prediction with 1.9M reactions from USPTO patents (1976-2016). Task: Predict the product of the given reaction. (1) Given the reactants [CH3:1][C:2]1[CH:3]=[C:4]2[C:8](=[CH:9][CH:10]=1)[NH:7][C:6]1[CH2:11][CH:12]3[NH:16][CH:15]([C:5]2=1)[CH2:14][CH2:13]3.[C:17]([C:19]1[CH:20]=[CH:21][C:22]([CH3:25])=[N:23][CH:24]=1)#[CH:18], predict the reaction product. The product is: [CH3:1][C:2]1[CH:3]=[C:4]2[C:8](=[CH:9][CH:10]=1)[N:7](/[CH:18]=[CH:17]\[C:19]1[CH:24]=[N:23][C:22]([CH3:25])=[CH:21][CH:20]=1)[C:6]1[CH2:11][C@H:12]3[NH:16][C@@H:15]([C:5]2=1)[CH2:14][CH2:13]3. (2) The product is: [CH3:1][O:2][C:3]1[CH:4]=[C:5]([CH:19]=[CH:20][C:21]=1[O:22][CH3:23])[CH2:6][CH:7]1[C:16]2[C:11](=[CH:12][C:13]([O:17][CH3:18])=[CH:14][CH:15]=2)[CH2:10][CH2:9][N:8]1[CH2:25][C:26]([NH:34][CH2:33][C:32]1[CH:35]=[CH:36][CH:37]=[C:30]([CH3:29])[CH:31]=1)=[O:27]. Given the reactants [CH3:1][O:2][C:3]1[CH:4]=[C:5]([CH:19]=[CH:20][C:21]=1[O:22][CH3:23])[CH2:6][CH:7]1[C:16]2[C:11](=[CH:12][C:13]([O:17][CH3:18])=[CH:14][CH:15]=2)[CH2:10][CH2:9][NH:8]1.Br[CH2:25][C:26](Br)=[O:27].[CH3:29][C:30]1[CH:31]=[C:32]([CH:35]=[CH:36][CH:37]=1)[CH2:33][NH2:34], predict the reaction product. (3) Given the reactants CC(OI1(OC(C)=O)(OC(C)=O)OC(=O)C2C=CC=CC1=2)=O.[CH:23]1([CH2:29][CH2:30][CH2:31][CH2:32][OH:33])[CH2:28][CH2:27][CH2:26][CH2:25][CH2:24]1.C(OCC)C.[OH-].[Na+], predict the reaction product. The product is: [CH:23]1([CH2:29][CH2:30][CH2:31][CH:32]=[O:33])[CH2:28][CH2:27][CH2:26][CH2:25][CH2:24]1.